From a dataset of Forward reaction prediction with 1.9M reactions from USPTO patents (1976-2016). Predict the product of the given reaction. The product is: [F:14][C:11]1[CH:12]=[CH:13][C:8]2[N:9]([C:5]([CH2:3][OH:2])=[N:6][CH:7]=2)[CH:10]=1. Given the reactants C[O:2][C:3]([C:5]1[N:9]2[CH:10]=[C:11]([F:14])[CH:12]=[CH:13][C:8]2=[CH:7][N:6]=1)=O.[H-].[Al+3].[Li+].[H-].[H-].[H-].O.O.O.O.O.O.O.O.O.O.S([O-])([O-])(=O)=O.[Na+].[Na+], predict the reaction product.